Dataset: Peptide-MHC class II binding affinity with 134,281 pairs from IEDB. Task: Regression. Given a peptide amino acid sequence and an MHC pseudo amino acid sequence, predict their binding affinity value. This is MHC class II binding data. (1) The peptide sequence is AIAGAWENGVCGIRS. The MHC is DRB1_0901 with pseudo-sequence DRB1_0901. The binding affinity (normalized) is 0.311. (2) The peptide sequence is AASGAATVAAGGYKV. The MHC is DRB3_0101 with pseudo-sequence DRB3_0101. The binding affinity (normalized) is 0.